This data is from Reaction yield outcomes from USPTO patents with 853,638 reactions. The task is: Predict the reaction yield, written as a fraction of the theoretical maximum amount of product (1.0 means a 100% yield; for example, 0.34 means a 34% yield). (1) The reactants are [F:1][C:2]1[CH:7]=[CH:6][C:5]([N:8]2[C:12]3([CH2:17][CH2:16][NH:15][CH2:14][CH2:13]3)[C:11](=[O:18])[N:10]([CH2:19][C:20]3[CH:32]=[CH:31][CH:30]=[CH:29][C:21]=3[C:22]([O:24][C:25]([CH3:28])([CH3:27])[CH3:26])=[O:23])[CH2:9]2)=[CH:4][CH:3]=1.[I-].[Na+].C(=O)([O-])[O-].[K+].[K+].Cl[CH2:42][CH2:43][CH2:44][N:45]1[C:53]2[C:48](=[CH:49][CH:50]=[CH:51][CH:52]=2)[CH2:47][C:46]1=[O:54]. The catalyst is CC(=O)CC. The product is [F:1][C:2]1[CH:7]=[CH:6][C:5]([N:8]2[C:12]3([CH2:13][CH2:14][N:15]([CH2:42][CH2:43][CH2:44][N:45]4[C:53]5[C:48](=[CH:49][CH:50]=[CH:51][CH:52]=5)[CH2:47][C:46]4=[O:54])[CH2:16][CH2:17]3)[C:11](=[O:18])[N:10]([CH2:19][C:20]3[CH:32]=[CH:31][CH:30]=[CH:29][C:21]=3[C:22]([O:24][C:25]([CH3:28])([CH3:26])[CH3:27])=[O:23])[CH2:9]2)=[CH:4][CH:3]=1. The yield is 0.310. (2) The reactants are [NH2:1][C:2]1[S:3][CH:4]=[CH:5][C:6]=1[C:7]([O:9]CC)=O.Cl.Cl[C:14]([NH2:16])=[NH:15].CS(C)(=O)=O.[OH-].[NH4+]. The catalyst is O. The product is [NH2:15][C:14]1[NH:16][C:7](=[O:9])[C:6]2[CH:5]=[CH:4][S:3][C:2]=2[N:1]=1. The yield is 0.450. (3) The reactants are Cl[C:2]1[C:9]([N+:10]([O-:12])=[O:11])=[CH:8][CH:7]=[C:6]([Cl:13])[C:3]=1[C:4]#[N:5].[CH3:14][NH2:15].O.CCCCCC. The catalyst is CCOC(C)=O. The product is [Cl:13][C:6]1[C:3]([C:4]#[N:5])=[C:2]([NH:15][CH3:14])[C:9]([N+:10]([O-:12])=[O:11])=[CH:8][CH:7]=1. The yield is 0.830. (4) The reactants are [CH3:1][C:2]1[N:3]=[C:4]([C:7]2([N:13]([C:17]3[CH:22]=[CH:21][CH:20]=[CH:19][CH:18]=3)[C:14](=[O:16])[CH3:15])[CH2:12][CH2:11][NH:10][CH2:9][CH2:8]2)[S:5][CH:6]=1.[N:23]1[CH:28]=[CH:27][C:26]([CH:29]=O)=[CH:25][CH:24]=1.C(O[BH-](OC(=O)C)OC(=O)C)(=O)C.[Na+].C(OCC)(=O)C. The catalyst is C(Cl)(Cl)Cl.C(O)(=O)C. The product is [CH3:1][C:2]1[N:3]=[C:4]([C:7]2([N:13]([C:17]3[CH:18]=[CH:19][CH:20]=[CH:21][CH:22]=3)[C:14](=[O:16])[CH3:15])[CH2:12][CH2:11][N:10]([CH2:29][C:26]3[CH:27]=[CH:28][N:23]=[CH:24][CH:25]=3)[CH2:9][CH2:8]2)[S:5][CH:6]=1. The yield is 0.0300. (5) The reactants are Cl[C:2]1[N:3]=[N:4][CH:5]=[C:6]([O:8][CH3:9])[CH:7]=1.[CH:10]([C:12]1[CH:13]=[C:14](B(O)O)[CH:15]=[CH:16][CH:17]=1)=[O:11]. No catalyst specified. The product is [CH3:9][O:8][C:6]1[CH:7]=[C:2]([C:16]2[CH:17]=[C:12]([CH:13]=[CH:14][CH:15]=2)[CH:10]=[O:11])[N:3]=[N:4][CH:5]=1. The yield is 0.570. (6) The reactants are [CH3:1][N:2]1[C:7](=[O:8])[C:6]([NH:9][C:10]2[CH:15]=[CH:14][C:13]([N:16]3[CH2:21][CH2:20][N:19]([CH:22]4[CH2:25][O:24][CH2:23]4)[CH2:18][C@@H:17]3[CH3:26])=[CH:12][N:11]=2)=[CH:5][C:4]([C:27]2[C:32]([CH:33]=[O:34])=[C:31]([N:35]3[CH2:46][CH2:45][C:44]4[C:43]5[CH2:42][C:41]([CH3:48])([CH3:47])[CH2:40][C:39]=5[S:38][C:37]=4[C:36]3=[O:49])[N:30]=[CH:29][CH:28]=2)=[CH:3]1.[BH4-].[Na+]. The catalyst is CO. The product is [OH:34][CH2:33][C:32]1[C:31]([N:35]2[CH2:46][CH2:45][C:44]3[C:43]4[CH2:42][C:41]([CH3:48])([CH3:47])[CH2:40][C:39]=4[S:38][C:37]=3[C:36]2=[O:49])=[N:30][CH:29]=[CH:28][C:27]=1[C:4]1[CH:5]=[C:6]([NH:9][C:10]2[CH:15]=[CH:14][C:13]([N:16]3[CH2:21][CH2:20][N:19]([CH:22]4[CH2:25][O:24][CH2:23]4)[CH2:18][C@@H:17]3[CH3:26])=[CH:12][N:11]=2)[C:7](=[O:8])[N:2]([CH3:1])[CH:3]=1. The yield is 0.630. (7) The reactants are I[C:2]1[CH:3]=[C:4]2[C:8](=[CH:9][CH:10]=1)[N:7]([C:11]1[CH:16]=[CH:15][C:14]([CH2:17][OH:18])=[CH:13][CH:12]=1)[N:6]=[CH:5]2.[C:19](=[O:22])([O-])[O-].[Cs+].[Cs+]. The catalyst is C(#N)CCC.[Cu]I. The product is [NH2:6][C@@H:5]([CH3:4])[C@@H:19]([C:11]1[CH:16]=[CH:15][CH:14]=[CH:13][CH:12]=1)[O:22][C:2]1[CH:3]=[C:4]2[C:8](=[CH:9][CH:10]=1)[N:7]([C:11]1[CH:16]=[CH:15][C:14]([CH2:17][OH:18])=[CH:13][CH:12]=1)[N:6]=[CH:5]2. The yield is 0.450.